This data is from Experimentally validated miRNA-target interactions with 360,000+ pairs, plus equal number of negative samples. The task is: Binary Classification. Given a miRNA mature sequence and a target amino acid sequence, predict their likelihood of interaction. The miRNA is mmu-miR-466i-3p with sequence AUACACACACACAUACACACUA. The protein sequence of the target gene is MARGGDTGCTGPSETSASGAAAIALPGLEGPATDAQCQTLPLTVLKSRSPSPRSLPPALSCPPPQPAMLEHLSSLPTQMDYKGQKLAEQMFQGIILFSAIVGFIYGYVAEQFGWTVYIVMAGFAFSCLLTLPPWPIYRRHPLKWLPVQESSTDDKKPGERKIKRHAKNN. Result: 0 (no interaction).